Dataset: Forward reaction prediction with 1.9M reactions from USPTO patents (1976-2016). Task: Predict the product of the given reaction. (1) Given the reactants [F:1][C:2]([F:21])([F:20])[O:3][C:4]1[CH:5]=[C:6]([C:10]2[CH:15]=[CH:14][N:13]=[C:12]([CH2:16][C:17]([O-:19])=O)[CH:11]=2)[CH:7]=[CH:8][CH:9]=1.[Li+].[NH2:23][C:24]1[S:28][C:27]([CH2:29][CH2:30][CH:31]([F:43])[CH2:32][N:33]2[CH:37]=[C:36]([C:38]([O:40][CH2:41][CH3:42])=[O:39])[N:35]=[N:34]2)=[N:26][N:25]=1.C(P1(=O)OP(CCC)(=O)OP(CCC)(=O)O1)CC, predict the reaction product. The product is: [F:43][CH:31]([CH2:30][CH2:29][C:27]1[S:28][C:24]([NH:23][C:17](=[O:19])[CH2:16][C:12]2[CH:11]=[C:10]([C:6]3[CH:7]=[CH:8][CH:9]=[C:4]([O:3][C:2]([F:1])([F:21])[F:20])[CH:5]=3)[CH:15]=[CH:14][N:13]=2)=[N:25][N:26]=1)[CH2:32][N:33]1[CH:37]=[C:36]([C:38]([O:40][CH2:41][CH3:42])=[O:39])[N:35]=[N:34]1. (2) Given the reactants C[O:2][C:3](=[O:30])[C:4]1[CH:9]=[CH:8][C:7]([C:10]2[CH:15]=[CH:14][N:13]=[C:12]([CH2:16][CH3:17])[C:11]=2[C:18]#[C:19][C:20]2[C:21]([CH2:27][CH3:28])=[N:22][C:23]([NH2:26])=[CH:24][CH:25]=2)=[CH:6][C:5]=1[F:29].[OH-].[Na+], predict the reaction product. The product is: [NH2:26][C:23]1[N:22]=[C:21]([CH2:27][CH3:28])[C:20]([C:19]#[C:18][C:11]2[C:12]([CH2:16][CH3:17])=[N:13][CH:14]=[CH:15][C:10]=2[C:7]2[CH:8]=[CH:9][C:4]([C:3]([OH:30])=[O:2])=[C:5]([F:29])[CH:6]=2)=[CH:25][CH:24]=1. (3) Given the reactants Cl[C:2]1[N:7]=[N:6][C:5]2[CH2:8][CH2:9][CH2:10][CH2:11][CH2:12][CH2:13][C:4]=2[CH:3]=1.[NH2:14][NH2:15], predict the reaction product. The product is: [NH:14]([C:2]1[N:7]=[N:6][C:5]2[CH2:8][CH2:9][CH2:10][CH2:11][CH2:12][CH2:13][C:4]=2[CH:3]=1)[NH2:15].